From a dataset of NCI-60 drug combinations with 297,098 pairs across 59 cell lines. Regression. Given two drug SMILES strings and cell line genomic features, predict the synergy score measuring deviation from expected non-interaction effect. (1) Drug 1: C(CC(=O)O)C(=O)CN.Cl. Drug 2: CC1C(C(CC(O1)OC2CC(CC3=C2C(=C4C(=C3O)C(=O)C5=CC=CC=C5C4=O)O)(C(=O)C)O)N)O. Cell line: MDA-MB-435. Synergy scores: CSS=54.7, Synergy_ZIP=-4.26, Synergy_Bliss=1.45, Synergy_Loewe=-49.7, Synergy_HSA=1.13. (2) Drug 1: COC1=C(C=C2C(=C1)N=CN=C2NC3=CC(=C(C=C3)F)Cl)OCCCN4CCOCC4. Drug 2: C1CCC(CC1)NC(=O)N(CCCl)N=O. Cell line: RXF 393. Synergy scores: CSS=28.1, Synergy_ZIP=-6.92, Synergy_Bliss=-1.06, Synergy_Loewe=-6.42, Synergy_HSA=1.99. (3) Drug 1: C1CCC(CC1)NC(=O)N(CCCl)N=O. Drug 2: C1CCC(C(C1)N)N.C(=O)(C(=O)[O-])[O-].[Pt+4]. Cell line: MALME-3M. Synergy scores: CSS=16.7, Synergy_ZIP=-6.64, Synergy_Bliss=0.790, Synergy_Loewe=-6.80, Synergy_HSA=1.38. (4) Drug 1: CN(C)N=NC1=C(NC=N1)C(=O)N. Drug 2: C1=NNC2=C1C(=O)NC=N2. Cell line: BT-549. Synergy scores: CSS=-5.04, Synergy_ZIP=1.70, Synergy_Bliss=0.448, Synergy_Loewe=-2.88, Synergy_HSA=-2.58.